Dataset: Full USPTO retrosynthesis dataset with 1.9M reactions from patents (1976-2016). Task: Predict the reactants needed to synthesize the given product. (1) Given the product [NH2:9][C:3]1[N:4]=[CH:5][N:6]=[C:7]([NH:16][C:14]2[CH:13]=[C:12]([NH:17][C:34](=[O:37])[CH:35]=[CH2:36])[CH:11]=[N:10][CH:15]=2)[C:2]=1[C:22]1[CH:23]=[CH:24][C:19]([O:18][C:25]2[CH:30]=[CH:29][CH:28]=[CH:27][CH:26]=2)=[CH:20][CH:21]=1, predict the reactants needed to synthesize it. The reactants are: Cl[C:2]1[C:3]([NH2:9])=[N:4][CH:5]=[N:6][C:7]=1Cl.[N:10]1[CH:15]=[C:14]([NH2:16])[CH:13]=[C:12]([NH2:17])[CH:11]=1.[O:18]([C:25]1[CH:30]=[CH:29][C:28](B(O)O)=[CH:27][CH:26]=1)[C:19]1[CH:24]=[CH:23][CH:22]=[CH:21][CH:20]=1.[C:34](Cl)(=[O:37])[CH:35]=[CH2:36]. (2) Given the product [CH2:6]([N:7]([CH2:2][CH2:1][OH:3])[C:8]1[CH:13]=[CH:12][C:11]([CH3:14])=[CH:10][CH:9]=1)[CH3:5], predict the reactants needed to synthesize it. The reactants are: [CH:1](=[O:3])[CH3:2].O[CH2:5][CH2:6][NH:7][C:8]1[CH:13]=[CH:12][C:11]([CH3:14])=[CH:10][CH:9]=1. (3) Given the product [C:1]([O:5][C:6]([N:8]1[CH2:13][CH2:12][C:11]([CH2:26][CH2:27][OH:28])([C:14]2[NH:18][N:17]=[C:16]([CH2:19][C:20]3[CH:25]=[CH:24][CH:23]=[CH:22][CH:21]=3)[CH:15]=2)[CH2:10][CH2:9]1)=[O:7])([CH3:3])([CH3:4])[CH3:2], predict the reactants needed to synthesize it. The reactants are: [C:1]([O:5][C:6]([N:8]1[CH2:13][CH2:12][C:11]([CH2:26][CH2:27][O:28][Si](C(C)(C)C)(C)C)([C:14]2[NH:18][N:17]=[C:16]([CH2:19][C:20]3[CH:25]=[CH:24][CH:23]=[CH:22][CH:21]=3)[CH:15]=2)[CH2:10][CH2:9]1)=[O:7])([CH3:4])([CH3:3])[CH3:2].[F-].C([N+](CCCC)(CCCC)CCCC)CCC.Cl. (4) Given the product [F:28][C:25]([F:26])([F:27])[C:21]1[CH:20]=[C:19](/[CH:18]=[CH:17]/[C:15]2[S:16][C:12]([CH2:10][OH:9])=[CH:13][N:14]=2)[CH:24]=[CH:23][CH:22]=1, predict the reactants needed to synthesize it. The reactants are: [H-].[H-].[H-].[H-].[Li+].[Al+3].C([O:9][C:10]([C:12]1[S:16][C:15](/[CH:17]=[CH:18]/[C:19]2[CH:24]=[CH:23][CH:22]=[C:21]([C:25]([F:28])([F:27])[F:26])[CH:20]=2)=[N:14][CH:13]=1)=O)C.O.[OH-].[Na+]. (5) The reactants are: Cl[C:2]1[C:11]2=[N:12][N:13](CC3C=CC(OC)=CC=3)[CH:14]=[C:10]2[C:9]2[CH:8]=[C:7]([O:24][CH3:25])[CH:6]=[CH:5][C:4]=2[N:3]=1.[NH2:26][C:27]1[CH:32]=[CH:31][C:30]([NH:33][C:34]([NH:36][C:37]2[CH:38]=[C:39]([CH3:43])[CH:40]=[CH:41][CH:42]=2)=[O:35])=[CH:29][CH:28]=1.Cl. Given the product [CH3:25][O:24][C:7]1[CH:6]=[CH:5][C:4]2[N:3]=[C:2]([NH:26][C:27]3[CH:28]=[CH:29][C:30]([NH:33][C:34]([NH:36][C:37]4[CH:38]=[C:39]([CH3:43])[CH:40]=[CH:41][CH:42]=4)=[O:35])=[CH:31][CH:32]=3)[C:11]3=[N:12][NH:13][CH:14]=[C:10]3[C:9]=2[CH:8]=1, predict the reactants needed to synthesize it. (6) Given the product [C:29]([N:34]=[C:35]([N:12]1[CH2:13][CH2:14][C:15]([CH2:24][CH2:25][N:26]2[CH:31]3[CH2:32][CH2:33][CH:27]2[CH2:28][CH:29]([N:34]2[C:38]4[CH:39]=[CH:40][CH:41]=[CH:42][C:37]=4[N:36]=[C:35]2[CH3:43])[CH2:30]3)([C:18]2[CH:23]=[CH:22][CH:21]=[CH:20][CH:19]=2)[CH2:16][CH2:17]1)[NH2:36])#[N:44], predict the reactants needed to synthesize it. The reactants are: C(N=C([N:12]1[CH2:17][CH2:16][C:15]([CH2:24][CH2:25][N:26]2[CH:31]3[CH2:32][CH2:33][CH:27]2[CH2:28][CH:29]([N:34]2[C:38]4[CH:39]=[CH:40][CH:41]=[CH:42][C:37]=4[N:36]=[C:35]2[CH3:43])[CH2:30]3)([C:18]2[CH:23]=[CH:22][CH:21]=[CH:20][CH:19]=2)[CH2:14][CH2:13]1)OC1C=CC=CC=1)#N.[NH3:44]. (7) Given the product [Cl:39][C:26]1[C:27](=[O:38])[N:28]([C:32]2[CH:37]=[CH:36][CH:35]=[CH:34][CH:33]=2)[N:29]([CH2:30][CH3:31])[C:25]=1[CH2:24][N:8]1[CH2:13][CH2:12][CH:11]([C:14]2[CH:19]=[CH:18][CH:17]=[CH:16][CH:15]=2)[CH2:10][CH2:9]1, predict the reactants needed to synthesize it. The reactants are: C([N:8]1[CH2:13][CH:12]=[C:11]([C:14]2[CH:19]=[CH:18][CH:17]=[CH:16][CH:15]=2)[CH2:10][CH2:9]1)C1C=CC=CC=1.C(O)C.Br[CH2:24][CH:25]1[N:29]([CH2:30][CH3:31])[N:28]([C:32]2[CH:37]=[CH:36][CH:35]=[CH:34][CH:33]=2)[C:27](=[O:38])[CH:26]1[Cl:39].C(=O)([O-])[O-].[K+].[K+]. (8) Given the product [Cl:13][C:4]1[CH:3]=[C:2]([C:17]2[S:16][C:15]([CH3:14])=[N:19][CH:18]=2)[CH:7]=[CH:6][C:5]=1[CH2:8][C:9]([O:11][CH3:12])=[O:10], predict the reactants needed to synthesize it. The reactants are: Br[C:2]1[CH:7]=[CH:6][C:5]([CH2:8][C:9]([O:11][CH3:12])=[O:10])=[C:4]([Cl:13])[CH:3]=1.[CH3:14][C:15]1[S:16][CH:17]=[CH:18][N:19]=1.C(O[K])(C)=O. (9) Given the product [CH2:22]([N:29]1[C:12]([C:13]2[CH:18]=[CH:17][CH:16]=[CH:15][CH:14]=2)=[N:11][C:10]([NH:9][C:1](=[O:8])[C:2]2[CH:7]=[CH:6][CH:5]=[CH:4][CH:3]=2)=[N:30]1)[C:23]1[CH:28]=[CH:27][CH:26]=[CH:25][CH:24]=1, predict the reactants needed to synthesize it. The reactants are: [C:1]([NH:9]/[C:10](/SC)=[N:11]/[C:12](=O)[C:13]1[CH:18]=[CH:17][CH:16]=[CH:15][CH:14]=1)(=[O:8])[C:2]1[CH:7]=[CH:6][CH:5]=[CH:4][CH:3]=1.[CH2:22]([NH:29][NH2:30])[C:23]1[CH:28]=[CH:27][CH:26]=[CH:25][CH:24]=1.